Dataset: Forward reaction prediction with 1.9M reactions from USPTO patents (1976-2016). Task: Predict the product of the given reaction. (1) Given the reactants C(OC([N:8]1[C:16]2[C:11](=[CH:12][CH:13]=[CH:14][CH:15]=2)[C:10]([C:17]2[CH:18]=[N:19][CH:20]=[C:21]([C@@H:23]3[CH2:27][CH2:26][CH2:25][N:24]3C(C3C=CC(OC)=CC=3)C)[CH:22]=2)=[CH:9]1)=O)(C)(C)C, predict the reaction product. The product is: [NH:24]1[CH2:25][CH2:26][CH2:27][C@H:23]1[C:21]1[CH:22]=[C:17]([C:10]2[C:11]3[C:16](=[CH:15][CH:14]=[CH:13][CH:12]=3)[NH:8][CH:9]=2)[CH:18]=[N:19][CH:20]=1. (2) Given the reactants [F:1][C:2]([F:34])([F:33])[C:3]1[CH:4]=[C:5]([C@H:13]2[O:17][C:16](=[O:18])[N:15]([CH2:19][C:20]3[C:25](Br)=[CH:24][N:23]=[C:22]([N:27]4[CH2:30][CH:29]([F:31])[CH2:28]4)[N:21]=3)[C@H:14]2[CH3:32])[CH:6]=[C:7]([C:9]([F:12])([F:11])[F:10])[CH:8]=1.[Cl:35][C:36]1[CH:37]=[C:38](B(O)O)[C:39]([O:42][CH3:43])=[N:40][CH:41]=1.C([O-])([O-])=O.[K+].[K+], predict the reaction product. The product is: [F:1][C:2]([F:34])([F:33])[C:3]1[CH:4]=[C:5]([C@H:13]2[O:17][C:16](=[O:18])[N:15]([CH2:19][C:20]3[C:25]([C:38]4[C:39]([O:42][CH3:43])=[N:40][CH:41]=[C:36]([Cl:35])[CH:37]=4)=[CH:24][N:23]=[C:22]([N:27]4[CH2:30][CH:29]([F:31])[CH2:28]4)[N:21]=3)[C@H:14]2[CH3:32])[CH:6]=[C:7]([C:9]([F:12])([F:11])[F:10])[CH:8]=1. (3) Given the reactants [CH3:1][O:2][C:3]1[CH:4]=[C:5]([CH:9]=[C:10]([O:12][CH3:13])[CH:11]=1)[C:6](Cl)=[O:7].[NH2:14][C:15]1[CH:20]=[CH:19][C:18]([C:21](=[O:28])[CH2:22][CH2:23][C:24]([O:26]C)=[O:25])=[CH:17][CH:16]=1, predict the reaction product. The product is: [CH3:1][O:2][C:3]1[CH:4]=[C:5]([CH:9]=[C:10]([O:12][CH3:13])[CH:11]=1)[C:6]([NH:14][C:15]1[CH:16]=[CH:17][C:18]([C:21](=[O:28])[CH2:22][CH2:23][C:24]([OH:26])=[O:25])=[CH:19][CH:20]=1)=[O:7]. (4) Given the reactants [Cl:1][C:2]1[CH:21]=[CH:20][C:5]([O:6][C:7]2[CH:16]=[CH:15][C:10]([C:11]([O:13]C)=[O:12])=[C:9]([CH2:17][O:18][CH3:19])[CH:8]=2)=[CH:4][C:3]=1[C:22]([F:25])([F:24])[F:23].[OH-].[Li+], predict the reaction product. The product is: [Cl:1][C:2]1[CH:21]=[CH:20][C:5]([O:6][C:7]2[CH:16]=[CH:15][C:10]([C:11]([OH:13])=[O:12])=[C:9]([CH2:17][O:18][CH3:19])[CH:8]=2)=[CH:4][C:3]=1[C:22]([F:23])([F:24])[F:25]. (5) Given the reactants CC1C=CC([N+]([O-])=O)=CC=1C=O.C(NC(C1CCNCC1)=O)(C)(C)C.[C:26]([NH:30][C:31]([CH:33]1[CH2:38][CH2:37][N:36]([CH2:39][C:40]2[CH:45]=[C:44]([N+:46]([O-])=O)[CH:43]=[CH:42][C:41]=2[CH3:49])[CH2:35][CH2:34]1)=[O:32])([CH3:29])([CH3:28])[CH3:27], predict the reaction product. The product is: [C:26]([NH:30][C:31]([CH:33]1[CH2:38][CH2:37][N:36]([CH2:39][C:40]2[CH:45]=[C:44]([NH2:46])[CH:43]=[CH:42][C:41]=2[CH3:49])[CH2:35][CH2:34]1)=[O:32])([CH3:29])([CH3:28])[CH3:27]. (6) The product is: [F:11][C:10]1[C:9]([C:12]2[CH:17]=[CH:16][CH:15]=[CH:14][CH:13]=2)=[C:8]([CH3:18])[C:7]([C:19]#[N:20])=[C:5]2[C:4]=1[O:3][C:2]([N:24]1[CH2:21][CH2:23][CH2:29][CH2:27]1)=[N:6]2. Given the reactants Cl[C:2]1[O:3][C:4]2[C:5](=[C:7]([C:19]#[N:20])[C:8]([CH3:18])=[C:9]([C:12]3[CH:17]=[CH:16][CH:15]=[CH:14][CH:13]=3)[C:10]=2[F:11])[N:6]=1.[CH:21]([N:24]([CH:27]([CH3:29])C)CC)([CH3:23])C.N1CCCC1, predict the reaction product. (7) The product is: [CH3:34][N:14]([CH2:15][CH2:16][O:17][CH2:18][CH2:19][O:20][CH2:21][CH2:22][O:23][CH2:24][CH2:25][NH:26][C:27](=[O:33])[O:28][C:29]([CH3:31])([CH3:30])[CH3:32])[CH2:13][CH2:12][NH:11][CH3:9]. Given the reactants C(O[C:9]([NH:11][CH2:12][CH2:13][N:14]([CH2:34]COC)[CH2:15][CH2:16][O:17][CH2:18][CH2:19][O:20][CH2:21][CH2:22][O:23][CH2:24][CH2:25][NH:26][C:27](=[O:33])[O:28][C:29]([CH3:32])([CH3:31])[CH3:30])=O)C1C=CC=CC=1, predict the reaction product.